Dataset: Catalyst prediction with 721,799 reactions and 888 catalyst types from USPTO. Task: Predict which catalyst facilitates the given reaction. (1) Reactant: [F:1][C:2]1[CH:10]=[CH:9][C:8]2[C:7](=[CH2:11])[CH2:6][CH2:5][C:4]=2[C:3]=1[C:12]#[N:13].[O:14]1CCCC1.B.OO.[OH-].[Na+]. Product: [F:1][C:2]1[CH:10]=[CH:9][C:8]2[CH:7]([CH2:11][OH:14])[CH2:6][CH2:5][C:4]=2[C:3]=1[C:12]#[N:13]. The catalyst class is: 49. (2) Reactant: [CH3:1][O:2][C:3]1[CH:4]=[C:5]([O:15][C:16]2[CH:21]=[CH:20][C:19]([S:22]([CH3:25])(=[O:24])=[O:23])=[CH:18][CH:17]=2)[CH:6]=[C:7]2[C:11]=1[NH:10][C:9]([C:12](=[S:14])[NH2:13])=[CH:8]2.[C:26]([O:31][CH2:32][CH3:33])(=[O:30])[C:27]#[C:28][CH3:29].O1CCCC1.C(P(CCCC)CCCC)CCC. Product: [CH3:1][O:2][C:3]1[CH:4]=[C:5]([O:15][C:16]2[CH:21]=[CH:20][C:19]([S:22]([CH3:25])(=[O:24])=[O:23])=[CH:18][CH:17]=2)[CH:6]=[C:7]2[C:11]=1[NH:10][C:9]([C:12]1[S:14][CH:28]([CH2:27][C:26]([O:31][CH2:32][CH3:33])=[O:30])[CH2:29][N:13]=1)=[CH:8]2. The catalyst class is: 11.